Task: Predict which catalyst facilitates the given reaction.. Dataset: Catalyst prediction with 721,799 reactions and 888 catalyst types from USPTO Reactant: [OH-].[Na+].C([O:5][C:6]([C:8]1[N:9]=[C:10]2[CH:15]=[CH:14][CH:13]=[CH:12][N:11]2[CH:16]=1)=[O:7])C. Product: [N:9]1[C:8]([C:6]([OH:7])=[O:5])=[CH:16][N:11]2[CH:12]=[CH:13][CH:14]=[CH:15][C:10]=12. The catalyst class is: 88.